This data is from Reaction yield outcomes from USPTO patents with 853,638 reactions. The task is: Predict the reaction yield, written as a fraction of the theoretical maximum amount of product (1.0 means a 100% yield; for example, 0.34 means a 34% yield). (1) The reactants are [O:1]1[C:5]2[C:6]([CH2:10][OH:11])=[CH:7][CH:8]=[CH:9][C:4]=2[O:3][CH2:2]1.[N:12]1([C:17](N2C=CN=C2)=[O:18])[CH:16]=[CH:15][N:14]=[CH:13]1. The catalyst is C(Cl)Cl. The product is [N:12]1([C:17]([O:11][CH2:10][C:6]2[C:5]3[O:1][CH2:2][O:3][C:4]=3[CH:9]=[CH:8][CH:7]=2)=[O:18])[CH:16]=[CH:15][N:14]=[CH:13]1. The yield is 0.860. (2) The reactants are Cl.[NH:2]1[CH2:12][CH2:11][CH2:10][CH2:9][CH:3]1[C:4]([O:6]CC)=[O:5].BrC[CH2:15][CH2:16][C:17]([O:19][CH2:20][CH3:21])=[O:18].C([O-])([O-])=O.[K+].[K+]. The catalyst is C(#N)C. The product is [CH2:20]([O:19][C:17](=[O:18])[CH2:16][CH2:15][CH2:4][CH:3]1[CH2:9][CH2:10][CH2:11][CH2:12][NH:2]1)[CH3:21].[CH2:3]([C:4]([O-:6])=[O:5])[CH3:9]. The yield is 0.800. (3) The reactants are [CH2:1]([C:3]1[C:8](=[O:9])[N:7]2[N:10]=[CH:11][C:12]([C:13]3[O:17][C:16]([C:18](OCC)=[O:19])=[N:15][N:14]=3)=[C:6]2[NH:5][C:4]=1[CH3:23])[CH3:2].[OH-].[NH4+:25]. No catalyst specified. The product is [CH2:1]([C:3]1[C:8](=[O:9])[N:7]2[N:10]=[CH:11][C:12]([C:13]3[O:17][C:16]([C:18]([NH2:25])=[O:19])=[N:15][N:14]=3)=[C:6]2[NH:5][C:4]=1[CH3:23])[CH3:2]. The yield is 0.330.